From a dataset of Catalyst prediction with 721,799 reactions and 888 catalyst types from USPTO. Predict which catalyst facilitates the given reaction. (1) Reactant: C([O:3][C:4](=[O:30])[C:5]1[CH:10]=[CH:9][C:8]([C:11]2[CH:15]([Br:16])[C:14]([C:21]3[CH:26]=[C:25]([Cl:27])[CH:24]=[C:23]([Cl:28])[CH:22]=3)([C:17]([F:20])([F:19])[F:18])[O:13][N:12]=2)=[CH:7][C:6]=1[CH3:29])C.O.[OH-].[Li+].CO. Product: [Br:16][CH:15]1[C:14]([C:21]2[CH:22]=[C:23]([Cl:28])[CH:24]=[C:25]([Cl:27])[CH:26]=2)([C:17]([F:18])([F:19])[F:20])[O:13][N:12]=[C:11]1[C:8]1[CH:9]=[CH:10][C:5]([C:4]([OH:30])=[O:3])=[C:6]([CH3:29])[CH:7]=1. The catalyst class is: 6. (2) Product: [CH3:19][O:20][C:21]1[CH:28]=[CH:27][CH:26]=[CH:25][C:22]=1[CH2:23][N:9]1[C:10]([CH2:12][CH2:13][C:14]([O:16][CH2:17][CH3:18])=[O:15])=[CH:11][C:7]([O:6][CH2:3][CH2:4][CH3:5])=[N:8]1. The catalyst class is: 9. Reactant: [H-].[Na+].[CH2:3]([O:6][C:7]1[CH:11]=[C:10]([CH2:12][CH2:13][C:14]([O:16][CH2:17][CH3:18])=[O:15])[NH:9][N:8]=1)[CH2:4][CH3:5].[CH3:19][O:20][C:21]1[CH:28]=[CH:27][CH:26]=[CH:25][C:22]=1[CH2:23]Cl.O. (3) Reactant: [C:1]([C:3]1[N:8]=[C:7]([NH:9][CH2:10][C:11]([CH3:14])([CH3:13])[CH3:12])[C:6]([C:15]#[C:16][CH2:17][N:18]2[CH2:23][CH2:22][N:21](C(O)=O)[CH2:20][CH2:19]2)=[CH:5][N:4]=1)#[N:2]. Product: [CH3:12][C:11]([CH3:14])([CH3:13])[CH2:10][NH:9][C:7]1[C:6]([C:15]#[C:16][CH2:17][N:18]2[CH2:23][CH2:22][NH:21][CH2:20][CH2:19]2)=[CH:5][N:4]=[C:3]([C:1]#[N:2])[N:8]=1. The catalyst class is: 393. (4) Reactant: [Cl:1][C:2]1[N:25]=[C:24]([Cl:26])[CH:23]=[CH:22][C:3]=1[C:4]([NH:6][C:7]1[CH:12]=[CH:11][C:10]([C:13]2[CH:18]([CH3:19])[CH2:17][C:16](=[O:20])[NH:15][N:14]=2)=[CH:9][C:8]=1[OH:21])=O.C1(C)C=CC(S(O)(=O)=O)=CC=1.C(O)(=O)C. Product: [Cl:1][C:2]1[C:3]([C:4]2[O:21][C:8]3[CH:9]=[C:10]([C:13]4[CH:18]([CH3:19])[CH2:17][C:16](=[O:20])[NH:15][N:14]=4)[CH:11]=[CH:12][C:7]=3[N:6]=2)=[CH:22][CH:23]=[C:24]([Cl:26])[N:25]=1. The catalyst class is: 6. (5) Reactant: P(=O)(O)(O)O.C(OC([NH:13][CH:14]1[CH2:17][N:16]([C:18]2[S:19][C:20]([C:26]([O:28][CH2:29][CH3:30])=[O:27])=[C:21]([CH:23]([CH3:25])[CH3:24])[N:22]=2)[CH2:15]1)=O)(C)(C)C.O.[OH-].[Na+]. Product: [NH2:13][CH:14]1[CH2:17][N:16]([C:18]2[S:19][C:20]([C:26]([O:28][CH2:29][CH3:30])=[O:27])=[C:21]([CH:23]([CH3:25])[CH3:24])[N:22]=2)[CH2:15]1. The catalyst class is: 4.